This data is from NCI-60 drug combinations with 297,098 pairs across 59 cell lines. The task is: Regression. Given two drug SMILES strings and cell line genomic features, predict the synergy score measuring deviation from expected non-interaction effect. (1) Drug 1: CC=C1C(=O)NC(C(=O)OC2CC(=O)NC(C(=O)NC(CSSCCC=C2)C(=O)N1)C(C)C)C(C)C. Drug 2: C1=NC(=NC(=O)N1C2C(C(C(O2)CO)O)O)N. Cell line: CAKI-1. Synergy scores: CSS=58.3, Synergy_ZIP=-3.96, Synergy_Bliss=-7.74, Synergy_Loewe=-17.9, Synergy_HSA=-5.57. (2) Drug 1: C1=CC(=CC=C1C#N)C(C2=CC=C(C=C2)C#N)N3C=NC=N3. Drug 2: C1=CN(C(=O)N=C1N)C2C(C(C(O2)CO)O)O.Cl. Cell line: SNB-75. Synergy scores: CSS=6.68, Synergy_ZIP=-1.55, Synergy_Bliss=0.198, Synergy_Loewe=0.556, Synergy_HSA=0.217. (3) Drug 1: CC=C1C(=O)NC(C(=O)OC2CC(=O)NC(C(=O)NC(CSSCCC=C2)C(=O)N1)C(C)C)C(C)C. Drug 2: C(CC(=O)O)C(=O)CN.Cl. Cell line: HT29. Synergy scores: CSS=20.1, Synergy_ZIP=-2.97, Synergy_Bliss=-7.69, Synergy_Loewe=-36.1, Synergy_HSA=-7.00. (4) Drug 1: CC1=C(C=C(C=C1)NC(=O)C2=CC=C(C=C2)CN3CCN(CC3)C)NC4=NC=CC(=N4)C5=CN=CC=C5. Cell line: UO-31. Synergy scores: CSS=20.7, Synergy_ZIP=-7.59, Synergy_Bliss=-3.38, Synergy_Loewe=-22.0, Synergy_HSA=-7.16. Drug 2: C1=NC(=NC(=O)N1C2C(C(C(O2)CO)O)O)N. (5) Drug 1: C1=CN(C(=O)N=C1N)C2C(C(C(O2)CO)O)O.Cl. Drug 2: CC1C(C(CC(O1)OC2CC(CC3=C2C(=C4C(=C3O)C(=O)C5=C(C4=O)C(=CC=C5)OC)O)(C(=O)CO)O)N)O.Cl. Cell line: SNB-75. Synergy scores: CSS=27.3, Synergy_ZIP=-3.56, Synergy_Bliss=-2.01, Synergy_Loewe=-7.73, Synergy_HSA=-0.224.